This data is from Full USPTO retrosynthesis dataset with 1.9M reactions from patents (1976-2016). The task is: Predict the reactants needed to synthesize the given product. (1) Given the product [CH2:17]([O:16][C:10]1[CH:11]=[C:12]([B:31]([OH:32])[OH:30])[CH:13]=[CH:14][C:9]=1[O:8][CH2:1][C:2]1[CH:7]=[CH:6][CH:5]=[CH:4][CH:3]=1)[C:18]1[CH:23]=[CH:22][CH:21]=[CH:20][CH:19]=1, predict the reactants needed to synthesize it. The reactants are: [CH2:1]([O:8][C:9]1[CH:14]=[CH:13][C:12](Br)=[CH:11][C:10]=1[O:16][CH2:17][C:18]1[CH:23]=[CH:22][CH:21]=[CH:20][CH:19]=1)[C:2]1[CH:7]=[CH:6][CH:5]=[CH:4][CH:3]=1.C([Li])CCC.C[O:30][B:31](OC)[O:32]C.Cl. (2) Given the product [Br:6][C:7]1[CH:12]=[CH:11][C:10]([NH:13][C:14](=[O:30])[C:15]2[CH:20]=[CH:19][CH:18]=[C:17]([S:21]([N:24]3[CH2:29][CH2:28][O:27][CH2:26][CH2:25]3)(=[O:22])=[O:23])[CH:16]=2)=[C:9]([C:31]2[NH:43][S:40](=[O:41])(=[O:42])[C:35]3[CH:36]=[CH:37][CH:38]=[CH:39][C:34]=3[N:33]=2)[CH:8]=1, predict the reactants needed to synthesize it. The reactants are: S(=O)(O)[O-].[Na+].[Br:6][C:7]1[CH:12]=[CH:11][C:10]([NH:13][C:14](=[O:30])[C:15]2[CH:20]=[CH:19][CH:18]=[C:17]([S:21]([N:24]3[CH2:29][CH2:28][O:27][CH2:26][CH2:25]3)(=[O:23])=[O:22])[CH:16]=2)=[C:9]([CH:31]=O)[CH:8]=1.[NH2:33][C:34]1[CH:39]=[CH:38][CH:37]=[CH:36][C:35]=1[S:40]([NH2:43])(=[O:42])=[O:41].O. (3) Given the product [C:82]([CH:79]1[CH2:80][CH2:81][N:76]([C:15](=[O:16])[CH2:14][N:11]2[C:12]3[C:8](=[CH:7][CH:6]=[C:5]([C:3]([OH:4])=[O:2])[CH:13]=3)[C:9]([CH:35]3[CH2:40][CH2:39][CH2:38][CH2:37][CH2:36]3)=[C:10]2[C:18]2[CH:19]=[C:20]3[C:25](=[CH:26][CH:27]=2)[N:24]=[C:23]([C:28]2[S:32][C:31]([CH3:33])=[N:30][C:29]=2[CH3:34])[CH:22]=[CH:21]3)[CH2:77][CH2:78]1)([OH:84])=[O:83], predict the reactants needed to synthesize it. The reactants are: C[O:2][C:3]([C:5]1[CH:13]=[C:12]2[C:8]([C:9]([CH:35]3[CH2:40][CH2:39][CH2:38][CH2:37][CH2:36]3)=[C:10]([C:18]3[CH:19]=[C:20]4[C:25](=[CH:26][CH:27]=3)[N:24]=[C:23]([C:28]3[S:32][C:31]([CH3:33])=[N:30][C:29]=3[CH3:34])[CH:22]=[CH:21]4)[N:11]2[CH2:14][C:15](O)=[O:16])=[CH:7][CH:6]=1)=[O:4].COC(C1C=C2C(C(C3CCCCC3)=C(Br)N2CC(N2CCOCC2)=O)=CC=1)=O.N1CCOCC1.[NH:76]1[CH2:81][CH2:80][CH:79]([C:82]([OH:84])=[O:83])[CH2:78][CH2:77]1. (4) Given the product [F:1][C:2]1[C:7]([F:8])=[CH:6][CH:5]=[CH:4][C:3]=1[C:9]1[N:26]=[N:25][C:12]([OH:13])=[C:11]([C:17]([O:19][CH2:20][CH3:21])=[O:18])[CH:10]=1, predict the reactants needed to synthesize it. The reactants are: [F:1][C:2]1[C:7]([F:8])=[CH:6][CH:5]=[CH:4][C:3]=1[C:9](=O)[CH2:10][C:11](O)([C:17]([O:19][CH2:20][CH3:21])=[O:18])[C:12](OCC)=[O:13].Cl.[NH2:25][NH2:26]. (5) Given the product [Cl:53][C:51]1[CH:52]=[C:47]([C:46]2[C:40]3[O:39][CH:38]([CH2:37][NH2:34])[CH2:42][C:41]=3[CH:43]=[CH:44][CH:45]=2)[CH:48]=[C:49]([Cl:54])[CH:50]=1, predict the reactants needed to synthesize it. The reactants are: CC1C=CC(S(OCC2CC3C=CC=C(C4C=C(Cl)C=C(Cl)C=4)C=3O2)(=O)=O)=CC=1.[N-]=[N+]=[N-].[Na+].[N:34]([CH2:37][CH:38]1[CH2:42][C:41]2[CH:43]=[CH:44][CH:45]=[C:46]([C:47]3[CH:52]=[C:51]([Cl:53])[CH:50]=[C:49]([Cl:54])[CH:48]=3)[C:40]=2[O:39]1)=[N+]=[N-].[N-]=[N+]=[N-].C1(P(C2C=CC=CC=2)C2C=CC=CC=2)C=CC=CC=1. (6) Given the product [CH3:15][N:14]([CH2:13][CH:10]1[CH2:11][CH2:12][NH:8][CH2:9]1)[C:16]1[S:17][C:18]2[CH:24]=[C:23]([NH:25][C:26]([C:28]3[CH:29]=[CH:30][C:31]([C:34]4[CH:39]=[CH:38][C:37]([F:40])=[CH:36][CH:35]=4)=[CH:32][CH:33]=3)=[O:27])[CH:22]=[CH:21][C:19]=2[N:20]=1, predict the reactants needed to synthesize it. The reactants are: C(OC([N:8]1[CH2:12][CH2:11][CH:10]([CH2:13][N:14]([C:16]2[S:17][C:18]3[CH:24]=[C:23]([NH:25][C:26]([C:28]4[CH:33]=[CH:32][C:31]([C:34]5[CH:39]=[CH:38][C:37]([F:40])=[CH:36][CH:35]=5)=[CH:30][CH:29]=4)=[O:27])[CH:22]=[CH:21][C:19]=3[N:20]=2)[CH3:15])[CH2:9]1)=O)(C)(C)C.FC(F)(F)C(O)=O.